Dataset: Catalyst prediction with 721,799 reactions and 888 catalyst types from USPTO. Task: Predict which catalyst facilitates the given reaction. (1) Reactant: [OH:1][C:2]([C:11]1[CH:20]=[CH:19][C:18]2[C:17]([NH2:21])=[C:16]([C:22]([C:28]([F:31])([F:30])[F:29])([OH:27])[C:23]([F:26])([F:25])[F:24])[CH:15]=[CH:14][C:13]=2[C:12]=1[NH2:32])([C:7]([F:10])([F:9])[F:8])[C:3]([F:6])([F:5])[F:4].N1C=C[CH:36]=[CH:35][CH:34]=1.[O:39]1[CH2:43][CH2:42][CH2:41][CH2:40]1.[C:44](Cl)(=[O:51])[C:45]1[CH:50]=[CH:49][CH:48]=[CH:47][CH:46]=1. Product: [OH:27][C:22]([C:16]1[CH:15]=[CH:14][C:13]2[C:18](=[CH:19][CH:20]=[C:11]([C:2]([C:3]([F:6])([F:5])[F:4])([OH:1])[C:7]([F:10])([F:9])[F:8])[C:12]=2[NH:32][C:43](=[O:39])[C:42]2[CH:36]=[CH:35][CH:34]=[CH:40][CH:41]=2)[C:17]=1[NH:21][C:44](=[O:51])[C:45]1[CH:50]=[CH:49][CH:48]=[CH:47][CH:46]=1)([C:28]([F:29])([F:30])[F:31])[C:23]([F:25])([F:26])[F:24]. The catalyst class is: 6. (2) Reactant: [Br:1][C:2]1[CH:3]=[CH:4][C:5]([CH:8]=O)=[N:6][CH:7]=1.C(O[BH-](OC(=O)C)OC(=O)C)(=O)C.[Na+].[NH:24]1[CH2:28][CH2:27][CH2:26][CH2:25]1. Product: [Br:1][C:2]1[CH:3]=[CH:4][C:5]([CH2:8][N:24]2[CH2:28][CH2:27][CH2:26][CH2:25]2)=[N:6][CH:7]=1. The catalyst class is: 417. (3) Reactant: [N:1]([CH2:4][C:5]1[C:13]2[CH:12]([CH2:14][C:15]([OH:17])=[O:16])[O:11][B:10]([OH:18])[C:9]=2[CH:8]=[C:7]([O:19][C:20]2[CH:25]=[N:24][CH:23]=[CH:22][N:21]=2)[CH:6]=1)=[N+]=[N-].C1C=CC(P(C2C=CC=CC=2)C2C=CC=CC=2)=CC=1. Product: [NH2:1][CH2:4][C:5]1[C:13]2[CH:12]([CH2:14][C:15]([OH:17])=[O:16])[O:11][B:10]([OH:18])[C:9]=2[CH:8]=[C:7]([O:19][C:20]2[CH:25]=[N:24][CH:23]=[CH:22][N:21]=2)[CH:6]=1. The catalyst class is: 20. (4) Reactant: [N:1]1[CH:6]=[CH:5][CH:4]=[C:3]([CH:7]=O)[N:2]=1.[CH3:9][O:10][C:11]1[CH:16]=[CH:15][CH:14]=[C:13]([NH2:17])[CH:12]=1. Product: [CH3:9][O:10][C:11]1[CH:12]=[C:13]([CH:14]=[CH:15][CH:16]=1)[N:17]=[CH:7][C:3]1[N:2]=[N:1][CH:6]=[CH:5][CH:4]=1. The catalyst class is: 8. (5) Reactant: [CH2:1]([O:8][C:9]([C:11]1[N:12]([S:23]([C:26]2[CH:31]=[CH:30][C:29]([CH3:32])=[CH:28][CH:27]=2)(=[O:25])=[O:24])[CH:13]=[C:14]([C:16]2[CH:21]=[CH:20][CH:19]=[C:18]([NH2:22])[CH:17]=2)[CH:15]=1)=[O:10])[C:2]1[CH:7]=[CH:6][CH:5]=[CH:4][CH:3]=1.[F:33][C:34]([F:45])([F:44])[C:35]1[C:36]([N:41]=[C:42]=[O:43])=[CH:37][CH:38]=[CH:39][CH:40]=1. Product: [CH2:1]([O:8][C:9]([C:11]1[N:12]([S:23]([C:26]2[CH:27]=[CH:28][C:29]([CH3:32])=[CH:30][CH:31]=2)(=[O:25])=[O:24])[CH:13]=[C:14]([C:16]2[CH:21]=[CH:20][CH:19]=[C:18]([NH:22][C:42]([NH:41][C:36]3[CH:37]=[CH:38][CH:39]=[CH:40][C:35]=3[C:34]([F:33])([F:44])[F:45])=[O:43])[CH:17]=2)[CH:15]=1)=[O:10])[C:2]1[CH:3]=[CH:4][CH:5]=[CH:6][CH:7]=1. The catalyst class is: 2. (6) Reactant: N1C=CN=C1.[CH3:6][O:7][C:8]1[CH:13]=[CH:12][C:11]([OH:14])=[CH:10][CH:9]=1.[Si:15](Cl)([C:18]([CH3:21])([CH3:20])[CH3:19])([CH3:17])[CH3:16]. Product: [CH3:6][O:7][C:8]1[CH:13]=[CH:12][C:11]([O:14][Si:15]([C:18]([CH3:21])([CH3:20])[CH3:19])([CH3:17])[CH3:16])=[CH:10][CH:9]=1. The catalyst class is: 20. (7) Reactant: [Li]CCCC.Br[C:7]1[C:16]2[C:11](=[CH:12][CH:13]=[CH:14][CH:15]=2)[C:10]([Cl:17])=[N:9][C:8]=1[CH3:18].CN([CH:22]=[O:23])C. Product: [Cl:17][C:10]1[C:11]2[C:16](=[CH:15][CH:14]=[CH:13][CH:12]=2)[C:7]([CH:22]=[O:23])=[C:8]([CH3:18])[N:9]=1. The catalyst class is: 1. (8) Reactant: [N:1]1[C:10]2[C:5](=[CH:6][CH:7]=[CH:8][CH:9]=2)[CH:4]=[C:3]([CH:11]=[CH:12][C:13](=[O:15])[CH3:14])[CH:2]=1.[AlH](CC(C)C)CC(C)C. Product: [N:1]1[C:10]2[C:5](=[CH:6][CH:7]=[CH:8][CH:9]=2)[CH:4]=[C:3]([CH:11]=[CH:12][CH:13]([OH:15])[CH3:14])[CH:2]=1. The catalyst class is: 1. (9) The catalyst class is: 3. Product: [Si:20]([O:1][C:2]1[C:3]([O:9][CH3:10])=[C:4]([Br:8])[CH:5]=[CH:6][CH:7]=1)([C:16]([CH3:19])([CH3:18])[CH3:17])([C:27]1[CH:28]=[CH:29][CH:30]=[CH:31][CH:32]=1)[C:21]1[CH:26]=[CH:25][CH:24]=[CH:23][CH:22]=1. Reactant: [OH:1][C:2]1[C:3]([O:9][CH3:10])=[C:4]([Br:8])[CH:5]=[CH:6][CH:7]=1.N1C=CN=C1.[C:16]([Si:20](Cl)([C:27]1[CH:32]=[CH:31][CH:30]=[CH:29][CH:28]=1)[C:21]1[CH:26]=[CH:25][CH:24]=[CH:23][CH:22]=1)([CH3:19])([CH3:18])[CH3:17].O.